Regression. Given two drug SMILES strings and cell line genomic features, predict the synergy score measuring deviation from expected non-interaction effect. From a dataset of NCI-60 drug combinations with 297,098 pairs across 59 cell lines. (1) Drug 1: COC1=NC(=NC2=C1N=CN2C3C(C(C(O3)CO)O)O)N. Drug 2: CC(C)(C#N)C1=CC(=CC(=C1)CN2C=NC=N2)C(C)(C)C#N. Cell line: RXF 393. Synergy scores: CSS=14.1, Synergy_ZIP=-1.92, Synergy_Bliss=-0.599, Synergy_Loewe=0.165, Synergy_HSA=-1.06. (2) Drug 1: C1C(C(OC1N2C=C(C(=O)NC2=O)F)CO)O. Drug 2: C1=CC=C(C(=C1)C(C2=CC=C(C=C2)Cl)C(Cl)Cl)Cl. Cell line: SK-OV-3. Synergy scores: CSS=20.1, Synergy_ZIP=-5.80, Synergy_Bliss=2.08, Synergy_Loewe=-7.85, Synergy_HSA=0.150. (3) Drug 1: C1C(C(OC1N2C=C(C(=O)NC2=O)F)CO)O. Drug 2: C#CCC(CC1=CN=C2C(=N1)C(=NC(=N2)N)N)C3=CC=C(C=C3)C(=O)NC(CCC(=O)O)C(=O)O. Cell line: SNB-75. Synergy scores: CSS=38.1, Synergy_ZIP=-4.30, Synergy_Bliss=-12.7, Synergy_Loewe=20.0, Synergy_HSA=-4.04.